Task: Regression. Given two drug SMILES strings and cell line genomic features, predict the synergy score measuring deviation from expected non-interaction effect.. Dataset: NCI-60 drug combinations with 297,098 pairs across 59 cell lines (1) Drug 1: CC1=C(C=C(C=C1)NC(=O)C2=CC=C(C=C2)CN3CCN(CC3)C)NC4=NC=CC(=N4)C5=CN=CC=C5. Drug 2: C1=NC2=C(N1)C(=S)N=CN2. Cell line: SK-OV-3. Synergy scores: CSS=25.7, Synergy_ZIP=-12.7, Synergy_Bliss=-3.05, Synergy_Loewe=-13.2, Synergy_HSA=-1.07. (2) Drug 1: C1C(C(OC1N2C=C(C(=O)NC2=O)F)CO)O. Drug 2: C1=NC2=C(N=C(N=C2N1C3C(C(C(O3)CO)O)O)F)N. Cell line: MCF7. Synergy scores: CSS=15.6, Synergy_ZIP=-3.10, Synergy_Bliss=-0.149, Synergy_Loewe=-20.0, Synergy_HSA=-1.58. (3) Drug 1: CCC1(CC2CC(C3=C(CCN(C2)C1)C4=CC=CC=C4N3)(C5=C(C=C6C(=C5)C78CCN9C7C(C=CC9)(C(C(C8N6C)(C(=O)OC)O)OC(=O)C)CC)OC)C(=O)OC)O.OS(=O)(=O)O. Drug 2: C1C(C(OC1N2C=NC(=NC2=O)N)CO)O. Cell line: SW-620. Synergy scores: CSS=14.5, Synergy_ZIP=-4.63, Synergy_Bliss=-2.22, Synergy_Loewe=-1.05, Synergy_HSA=-0.0168. (4) Drug 1: CC1C(C(CC(O1)OC2CC(CC3=C2C(=C4C(=C3O)C(=O)C5=C(C4=O)C(=CC=C5)OC)O)(C(=O)C)O)N)O.Cl. Drug 2: C1CC(=O)NC(=O)C1N2C(=O)C3=CC=CC=C3C2=O. Cell line: TK-10. Synergy scores: CSS=11.4, Synergy_ZIP=-3.00, Synergy_Bliss=4.92, Synergy_Loewe=-12.7, Synergy_HSA=3.74. (5) Drug 1: CC1=C2C(C(=O)C3(C(CC4C(C3C(C(C2(C)C)(CC1OC(=O)C(C(C5=CC=CC=C5)NC(=O)OC(C)(C)C)O)O)OC(=O)C6=CC=CC=C6)(CO4)OC(=O)C)OC)C)OC. Drug 2: C1=CC(=CC=C1CC(C(=O)O)N)N(CCCl)CCCl.Cl. Cell line: KM12. Synergy scores: CSS=45.7, Synergy_ZIP=0.671, Synergy_Bliss=-2.05, Synergy_Loewe=-12.5, Synergy_HSA=-0.277. (6) Drug 2: C1C(C(OC1N2C=C(C(=O)NC2=O)F)CO)O. Cell line: COLO 205. Drug 1: COC1=CC(=CC(=C1O)OC)C2C3C(COC3=O)C(C4=CC5=C(C=C24)OCO5)OC6C(C(C7C(O6)COC(O7)C8=CC=CS8)O)O. Synergy scores: CSS=54.7, Synergy_ZIP=-4.95, Synergy_Bliss=-4.64, Synergy_Loewe=4.93, Synergy_HSA=5.93. (7) Drug 1: CC1=C(C(=CC=C1)Cl)NC(=O)C2=CN=C(S2)NC3=CC(=NC(=N3)C)N4CCN(CC4)CCO. Drug 2: CN(CC1=CN=C2C(=N1)C(=NC(=N2)N)N)C3=CC=C(C=C3)C(=O)NC(CCC(=O)O)C(=O)O. Cell line: A549. Synergy scores: CSS=35.0, Synergy_ZIP=-1.57, Synergy_Bliss=-1.64, Synergy_Loewe=-11.2, Synergy_HSA=-3.17. (8) Drug 1: C1=CC(=CC=C1CC(C(=O)O)N)N(CCCl)CCCl.Cl. Drug 2: CN(C(=O)NC(C=O)C(C(C(CO)O)O)O)N=O. Cell line: OVCAR-4. Synergy scores: CSS=-0.661, Synergy_ZIP=1.46, Synergy_Bliss=2.10, Synergy_Loewe=-1.84, Synergy_HSA=-1.68. (9) Drug 1: CC1=C2C(C(=O)C3(C(CC4C(C3C(C(C2(C)C)(CC1OC(=O)C(C(C5=CC=CC=C5)NC(=O)OC(C)(C)C)O)O)OC(=O)C6=CC=CC=C6)(CO4)OC(=O)C)O)C)O. Drug 2: CCC1=C2CN3C(=CC4=C(C3=O)COC(=O)C4(CC)O)C2=NC5=C1C=C(C=C5)O. Cell line: MALME-3M. Synergy scores: CSS=15.3, Synergy_ZIP=-5.36, Synergy_Bliss=-3.44, Synergy_Loewe=-2.38, Synergy_HSA=-0.0325.